Dataset: Reaction yield outcomes from USPTO patents with 853,638 reactions. Task: Predict the reaction yield, written as a fraction of the theoretical maximum amount of product (1.0 means a 100% yield; for example, 0.34 means a 34% yield). The reactants are [CH3:1][O:2][C:3]1[CH:9]=[C:8]([N:10]2[CH2:15][CH2:14][N:13]([CH3:16])[CH2:12][CH2:11]2)[CH:7]=[CH:6][C:4]=1[NH2:5].[CH2:17]([C:19]1[C:31](=[O:32])[N:30]([C:33]2[CH:34]=[C:35]([NH:39][C:40](=[O:46])[O:41][C:42]([CH3:45])([CH3:44])[CH3:43])[CH:36]=[CH:37][CH:38]=2)[C:22]2[N:23]=[C:24](S(C)=O)[N:25]=[CH:26][C:21]=2[CH:20]=1)[CH3:18].CCN(C(C)C)C(C)C. The catalyst is C(O)CCC. The product is [CH2:17]([C:19]1[C:31](=[O:32])[N:30]([C:33]2[CH:34]=[C:35]([NH:39][C:40](=[O:46])[O:41][C:42]([CH3:45])([CH3:44])[CH3:43])[CH:36]=[CH:37][CH:38]=2)[C:22]2[N:23]=[C:24]([NH:5][C:4]3[CH:6]=[CH:7][C:8]([N:10]4[CH2:11][CH2:12][N:13]([CH3:16])[CH2:14][CH2:15]4)=[CH:9][C:3]=3[O:2][CH3:1])[N:25]=[CH:26][C:21]=2[CH:20]=1)[CH3:18]. The yield is 0.770.